Dataset: Catalyst prediction with 721,799 reactions and 888 catalyst types from USPTO. Task: Predict which catalyst facilitates the given reaction. (1) Reactant: C(NC(C)C)(C)C.C([Li])CCC.[CH3:13][O:14][CH2:15][S:16][C:17]1[CH:22]=[CH:21][C:20]([CH2:23][C:24]([OH:26])=[O:25])=[CH:19][CH:18]=1.I[CH2:28][CH:29]1[CH2:33][CH2:32][CH2:31][CH2:30]1. Product: [CH:29]1([CH2:28][CH:23]([C:20]2[CH:21]=[CH:22][C:17]([S:16][CH2:15][O:14][CH3:13])=[CH:18][CH:19]=2)[C:24]([OH:26])=[O:25])[CH2:33][CH2:32][CH2:31][CH2:30]1. The catalyst class is: 544. (2) Reactant: Cl[C:2]1[CH:7]=[C:6]([O:8][CH2:9][C:10]#[C:11][CH3:12])[N:5]=[CH:4][N:3]=1.C(=O)([O-])[O-].[K+].[K+].[CH2:19]([NH:21][CH:22]([CH3:24])[CH3:23])[CH3:20]. Product: [CH2:9]([O:8][C:6]1[CH:7]=[C:2]([N:21]([CH2:19][CH3:20])[CH:22]([CH3:24])[CH3:23])[N:3]=[CH:4][N:5]=1)[C:10]#[C:11][CH3:12]. The catalyst class is: 9. (3) Reactant: [N+:1]([C:4]1[CH:9]=[CH:8][C:7](B(O)O)=[CH:6][CH:5]=1)([O-:3])=[O:2].Br[C:14]1[N:18]=[CH:17][N:16]([CH:19]2[CH2:24][CH2:23][CH2:22][CH2:21][O:20]2)[N:15]=1.C(=O)([O-])[O-].[K+].[K+]. Product: [N+:1]([C:4]1[CH:9]=[CH:8][C:7]([C:14]2[N:18]=[CH:17][N:16]([CH:19]3[CH2:24][CH2:23][CH2:22][CH2:21][O:20]3)[N:15]=2)=[CH:6][CH:5]=1)([O-:3])=[O:2]. The catalyst class is: 437. (4) Reactant: [NH2:1][C:2]1[CH:10]=[CH:9][CH:8]=[C:7]([S:11]([CH2:14][CH3:15])(=[O:13])=[O:12])[C:3]=1[C:4]([NH2:6])=O.O. Product: [NH2:6][CH2:4][C:3]1[C:7]([S:11]([CH2:14][CH3:15])(=[O:12])=[O:13])=[CH:8][CH:9]=[CH:10][C:2]=1[NH2:1]. The catalyst class is: 7. (5) Reactant: C([O:3][C:4]([C:6]1([NH:15][C:16](=[O:28])[C:17]2[CH:22]=[CH:21][CH:20]=[CH:19][C:18]=2[C:23]([CH3:27])([CH3:26])[CH2:24][CH3:25])[CH2:14][C:13]2[C:8](=[CH:9][CH:10]=[CH:11][CH:12]=2)[CH2:7]1)=[O:5])C.[OH-].[K+].O. Product: [CH3:27][C:23]([C:18]1[CH:19]=[CH:20][CH:21]=[CH:22][C:17]=1[C:16]([NH:15][C:6]1([C:4]([OH:5])=[O:3])[CH2:14][C:13]2[C:8](=[CH:9][CH:10]=[CH:11][CH:12]=2)[CH2:7]1)=[O:28])([CH3:26])[CH2:24][CH3:25]. The catalyst class is: 14. (6) Reactant: O[C@H:2]([CH2:22][CH3:23])[C@H:3]([NH:7][C:8]([O:10][CH2:11][CH2:12][CH2:13][CH2:14][CH2:15][C:16]1[CH:21]=[CH:20][CH:19]=[CH:18][CH:17]=1)=[O:9])[C:4]([OH:6])=[O:5].CCN(CC)CC.CN(C(ON1N=NC2C=CC=CC1=2)=[N+](C)C)C.[B-](F)(F)(F)F. Product: [C:16]1([CH2:15][CH2:14][CH2:13][CH2:12][CH2:11][O:10][C:8](=[O:9])[NH:7][C@H:3]2[C:4](=[O:6])[O:5][C@H:2]2[CH2:22][CH3:23])[CH:21]=[CH:20][CH:19]=[CH:18][CH:17]=1. The catalyst class is: 2.